Dataset: Forward reaction prediction with 1.9M reactions from USPTO patents (1976-2016). Task: Predict the product of the given reaction. (1) Given the reactants [Cl:1][C:2]1[C:3]([S:11][CH2:12][CH3:13])=[C:4]([NH:9][NH2:10])[CH:5]=[C:6]([Cl:8])[CH:7]=1.[NH2:14][C:15]1[CH:23]=[CH:22][C:21]([C:24]([F:27])([F:26])[F:25])=[CH:20][C:16]=1[C:17](O)=[O:18].N[C:29]1C(C(NNC2C=C(C#N)C=CC=2SCC)=O)=CC(Br)=CN=1, predict the reaction product. The product is: [Cl:1][C:2]1[C:3]([S:11][CH2:12][CH3:13])=[C:4]([CH:5]=[C:6]([Cl:8])[CH:7]=1)[NH:9][N:10]1[C:17](=[O:18])[C:16]2[C:15](=[CH:23][CH:22]=[C:21]([C:24]([F:27])([F:26])[F:25])[CH:20]=2)[N:14]=[CH:29]1. (2) Given the reactants [CH:1]1([CH2:7][C:8](=[O:24])[CH2:9][C:10]2[CH:15]=[C:14]([C:16]([CH3:19])([CH3:18])[CH3:17])[CH:13]=[C:12]([C:20]([CH3:23])([CH3:22])[CH3:21])[CH:11]=2)[CH2:6][CH2:5][CH2:4][CH2:3][CH2:2]1.[Br:25]Br.[O-]S([O-])=O.[Na+].[Na+], predict the reaction product. The product is: [Br:25][CH:9]([C:10]1[CH:15]=[C:14]([C:16]([CH3:18])([CH3:17])[CH3:19])[CH:13]=[C:12]([C:20]([CH3:23])([CH3:22])[CH3:21])[CH:11]=1)[C:8](=[O:24])[CH2:7][CH:1]1[CH2:6][CH2:5][CH2:4][CH2:3][CH2:2]1. (3) Given the reactants [C:1](Cl)(=[O:5])[CH2:2][CH2:3][CH3:4].[I:7][C:8]1[CH:16]=[CH:15][CH:14]=[C:13]2[C:9]=1[C:10]([NH2:17])=[N:11][NH:12]2, predict the reaction product. The product is: [I:7][C:8]1[CH:16]=[CH:15][CH:14]=[C:13]2[C:9]=1[C:10]([NH:17][C:1](=[O:5])[CH2:2][CH2:3][CH3:4])=[N:11][NH:12]2. (4) Given the reactants [C:1]([N:4]([C:12]1[N:13]=[C:14]2[CH:19]=[CH:18][C:17](I)=[CH:16][N:15]2[CH:21]=1)[C:5](=[O:11])[O:6][C:7]([CH3:10])([CH3:9])[CH3:8])(=[O:3])[CH3:2].[B:22]1([B:22]2[O:26][C:25]([CH3:28])([CH3:27])[C:24]([CH3:30])([CH3:29])[O:23]2)[O:26][C:25]([CH3:28])([CH3:27])[C:24]([CH3:30])([CH3:29])[O:23]1.C([O-])(=O)C.[K+].C1(P(C2CCCCC2)C2CCCCC2)CCCCC1, predict the reaction product. The product is: [C:1]([N:4]([C:12]1[N:13]=[C:14]2[CH:19]=[CH:18][C:17]([B:22]3[O:26][C:25]([CH3:28])([CH3:27])[C:24]([CH3:30])([CH3:29])[O:23]3)=[CH:16][N:15]2[CH:21]=1)[C:5](=[O:11])[O:6][C:7]([CH3:10])([CH3:9])[CH3:8])(=[O:3])[CH3:2].